Dataset: Reaction yield outcomes from USPTO patents with 853,638 reactions. Task: Predict the reaction yield, written as a fraction of the theoretical maximum amount of product (1.0 means a 100% yield; for example, 0.34 means a 34% yield). (1) The reactants are [CH2:1]([C:3]1[CH:9]=[CH:8][C:7]([N+:10]([O-:12])=[O:11])=[CH:6][C:4]=1[NH2:5])[CH3:2].[N:13](OC(C)(C)C)=O. The catalyst is C(O)(=O)C.C(OCC)(=O)C. The product is [CH3:2][C:1]1[C:3]2[C:4](=[CH:6][C:7]([N+:10]([O-:12])=[O:11])=[CH:8][CH:9]=2)[NH:5][N:13]=1. The yield is 0.980. (2) The reactants are [CH3:1][O:2][C:3](=[O:31])[CH:4]=[CH:5][C:6]1[CH:11]=[CH:10][C:9]([C:12]2[CH:17]=[CH:16][C:15]([CH2:18][CH:19]([NH:23][C:24]([O:26][C:27]([CH3:30])([CH3:29])[CH3:28])=[O:25])[C:20]([OH:22])=[O:21])=[CH:14][CH:13]=2)=[CH:8][CH:7]=1.[H][H]. The catalyst is [Ni].CO. The product is [C:27]([O:26][C:24]([NH:23][CH:19]([CH2:18][C:15]1[CH:16]=[CH:17][C:12]([C:9]2[CH:10]=[CH:11][C:6]([CH2:5][CH2:4][C:3]([O:2][CH3:1])=[O:31])=[CH:7][CH:8]=2)=[CH:13][CH:14]=1)[C:20]([OH:22])=[O:21])=[O:25])([CH3:29])([CH3:30])[CH3:28]. The yield is 0.945. (3) The reactants are [N+:1]([O-:4])([OH:3])=[O:2].[Br:5][C:6]1[CH:24]=[N:23][C:9]2[N:10]=[C:11]([N:17]3[CH2:20][CH:19]([NH:21][CH3:22])[CH2:18]3)[C:12]3[N:13]([CH:14]=[N:15][N:16]=3)[C:8]=2[CH:7]=1. The catalyst is C(O)C. The product is [N+:1]([O-:4])([OH:3])=[O:2].[Br:5][C:6]1[CH:24]=[N:23][C:9]2[N:10]=[C:11]([N:17]3[CH2:20][CH:19]([NH:21][CH3:22])[CH2:18]3)[C:12]3[N:13]([CH:14]=[N:15][N:16]=3)[C:8]=2[CH:7]=1. The yield is 0.940. (4) The reactants are [H-].[Na+].[OH:3][C:4]1[CH:5]=[C:6]2[C:10](=[CH:11][CH:12]=1)[C:9](=[O:13])[NH:8][C:7]2=[O:14].F[C:16]1[CH:21]=[CH:20][C:19]([N+:22]([O-:24])=[O:23])=[CH:18][CH:17]=1. The catalyst is CN(C=O)C.O. The product is [N+:22]([C:19]1[CH:20]=[CH:21][C:16]([O:3][C:4]2[CH:5]=[C:6]3[C:10](=[CH:11][CH:12]=2)[C:9](=[O:13])[NH:8][C:7]3=[O:14])=[CH:17][CH:18]=1)([O-:24])=[O:23]. The yield is 0.620. (5) The reactants are [Cl:1][C:2]1[CH:7]=[CH:6][CH:5]=[CH:4][CH:3]=1.[Cl:8][C:9]1[CH:10]=[C:11]([CH2:15][C:16]([OH:18])=O)[CH:12]=[CH:13][CH:14]=1.CN(C)C=O.S(Cl)(Cl)=O.[Cl-].[Al+3].[Cl-].[Cl-]. The catalyst is C(O)C.O. The product is [Cl:8][C:9]1[CH:10]=[C:11]([CH2:15][C:16]([C:5]2[CH:6]=[CH:7][C:2]([Cl:1])=[CH:3][CH:4]=2)=[O:18])[CH:12]=[CH:13][CH:14]=1. The yield is 0.836. (6) The reactants are CCN(C(C)C)C(C)C.[S:10]1[CH:14]=[CH:13][CH:12]=[C:11]1[CH2:15][C:16](Cl)=[O:17].[Cl:19][C:20]1[C:29]([NH2:30])=[CH:28][C:27]2[C:22](=[CH:23][C:24]([C:31]([F:34])([F:33])[F:32])=[CH:25][CH:26]=2)[N:21]=1.CCCCCC.CC(=O)OCC. The catalyst is C(Cl)Cl. The product is [Cl:19][C:20]1[C:29]([NH:30][C:16](=[O:17])[CH2:15][C:11]2[S:10][CH:14]=[CH:13][CH:12]=2)=[CH:28][C:27]2[C:22](=[CH:23][C:24]([C:31]([F:32])([F:34])[F:33])=[CH:25][CH:26]=2)[N:21]=1. The yield is 0.440. (7) The reactants are [F:1][C:2]1[CH:7]=[C:6]([F:8])[CH:5]=[CH:4][C:3]=1[OH:9].Br[C:11]([CH3:18])([CH3:17])[C:12]([O:14][CH2:15][CH3:16])=[O:13].C(=O)([O-])[O-].[K+].[K+].O. The catalyst is CN(C=O)C. The product is [F:1][C:2]1[CH:7]=[C:6]([F:8])[CH:5]=[CH:4][C:3]=1[O:9][C:11]([CH3:18])([CH3:17])[C:12]([O:14][CH2:15][CH3:16])=[O:13]. The yield is 0.370. (8) The reactants are [CH3:1][O:2][C:3]1[CH:8]=[C:7]([N+:9]([O-:11])=[O:10])[CH:6]=[CH:5][C:4]=1[C:12]1[S:16][C:15]([CH2:17][NH:18][C:19](=O)[CH3:20])=[N:14][N:13]=1.P(Cl)(Cl)(Cl)=O. The catalyst is C(#N)C. The product is [CH3:1][O:2][C:3]1[CH:8]=[C:7]([N+:9]([O-:11])=[O:10])[CH:6]=[CH:5][C:4]=1[C:12]1[S:16][C:15]2=[CH:17][N:18]=[C:19]([CH3:20])[N:14]2[N:13]=1. The yield is 1.00. (9) The reactants are [S:1](=[O:5])(=O)([OH:3])[OH:2].[C:6]1([N:12]2[CH2:16][CH2:15][CH2:14][CH2:13]2)[CH:11]=[CH:10][CH:9]=[CH:8][CH:7]=1. The catalyst is C(OCC)C. The product is [N:12]1([C:6]2[CH:11]=[CH:10][C:9]([S:1]([OH:3])(=[O:5])=[O:2])=[CH:8][CH:7]=2)[CH2:16][CH2:15][CH2:14][CH2:13]1. The yield is 0.430.